Dataset: Forward reaction prediction with 1.9M reactions from USPTO patents (1976-2016). Task: Predict the product of the given reaction. (1) Given the reactants [I:1][C:2]1[NH:6][N:5]=[CH:4][C:3]=1[C:7]1[CH:12]=[CH:11][N:10]=[C:9]([S:13][CH3:14])[N:8]=1.C([O-])([O-])=O.[K+].[K+].[F:21][CH:22]([F:25])[CH2:23]I.C(Cl)Cl, predict the reaction product. The product is: [F:21][CH:22]([F:25])[CH2:23][N:5]1[CH:4]=[C:3]([C:7]2[CH:12]=[CH:11][N:10]=[C:9]([S:13][CH3:14])[N:8]=2)[C:2]([I:1])=[N:6]1. (2) Given the reactants [NH:1]1[CH2:6][CH2:5][CH:4]([CH2:7][N:8]2[C:12]3[CH:13]=[CH:14][C:15]([C:17]4[CH:18]=[N:19][N:20]([CH:22]5[CH2:27][CH2:26][CH2:25][CH2:24][O:23]5)[CH:21]=4)=[CH:16][C:11]=3[N:10]=[CH:9]2)[CH2:3][CH2:2]1.[C:28](Cl)(=[O:35])[C:29]1[CH:34]=[CH:33][CH:32]=[CH:31][CH:30]=1.C(N(CC)CC)C.C(OCC)(=O)C, predict the reaction product. The product is: [C:29]1([C:28]([N:1]2[CH2:2][CH2:3][CH:4]([CH2:7][N:8]3[C:12]4[CH:13]=[CH:14][C:15]([C:17]5[CH:18]=[N:19][N:20]([CH:22]6[CH2:27][CH2:26][CH2:25][CH2:24][O:23]6)[CH:21]=5)=[CH:16][C:11]=4[N:10]=[CH:9]3)[CH2:5][CH2:6]2)=[O:35])[CH:34]=[CH:33][CH:32]=[CH:31][CH:30]=1. (3) Given the reactants [OH-].[K+].C([O:7][C:8](=[O:23])[CH2:9][CH2:10][CH2:11][CH2:12][CH2:13][CH2:14][CH2:15][CH2:16][CH2:17][CH2:18][CH2:19][CH2:20][CH2:21][OH:22])(C)(C)C.Cl, predict the reaction product. The product is: [OH:22][CH2:21][CH2:20][CH2:19][CH2:18][CH2:17][CH2:16][CH2:15][CH2:14][CH2:13][CH2:12][CH2:11][CH2:10][CH2:9][C:8]([OH:23])=[O:7]. (4) The product is: [C:27]([O:30][C:31]([N:4]1[CH2:5][CH2:6][CH2:7][N:1]([C:8]2[CH:9]=[CH:10][C:11]([N+:17]([O-:19])=[O:18])=[C:12]([C:13]([OH:15])=[O:14])[CH:16]=2)[CH2:2][CH2:3]1)=[O:32])([CH3:29])([CH3:28])[CH3:26]. Given the reactants [N:1]1([C:8]2[CH:9]=[CH:10][C:11]([N+:17]([O-:19])=[O:18])=[C:12]([CH:16]=2)[C:13]([OH:15])=[O:14])[CH2:7][CH2:6][CH2:5][NH:4][CH2:3][CH2:2]1.O1CCOCC1.[CH3:26][C:27]([O:30][C:31](O[C:31]([O:30][C:27]([CH3:29])([CH3:28])[CH3:26])=[O:32])=[O:32])([CH3:29])[CH3:28], predict the reaction product. (5) Given the reactants C[O:2][C:3](=[O:26])[C:4]1[CH:9]=[CH:8][CH:7]=[C:6]([NH:10][C:11](=[O:25])[CH2:12][C:13]2[C:18]([O:19][CH3:20])=[CH:17][C:16]([O:21][CH3:22])=[CH:15][C:14]=2[O:23][CH3:24])[CH:5]=1.[Li+].[OH-].Cl, predict the reaction product. The product is: [CH3:20][O:19][C:18]1[CH:17]=[C:16]([O:21][CH3:22])[CH:15]=[C:14]([O:23][CH3:24])[C:13]=1[CH2:12][C:11]([NH:10][C:6]1[CH:5]=[C:4]([CH:9]=[CH:8][CH:7]=1)[C:3]([OH:26])=[O:2])=[O:25]. (6) The product is: [CH:15]1[C:24]2[C:19](=[CH:20][CH:21]=[CH:22][CH:23]=2)[CH:18]=[CH:17][C:16]=1[S:25]([N:12]1[CH2:13][CH2:14][CH:9]([C:7]([C:3]2[O:2][CH:6]=[CH:5][N:4]=2)=[O:8])[CH2:10][CH2:11]1)(=[O:26])=[O:27]. Given the reactants Cl.[O:2]1[CH:6]=[CH:5][N:4]=[C:3]1[C:7]([CH:9]1[CH2:14][CH2:13][NH:12][CH2:11][CH2:10]1)=[O:8].[CH:15]1[C:24]2[C:19](=[CH:20][CH:21]=[CH:22][CH:23]=2)[CH:18]=[CH:17][C:16]=1[S:25](Cl)(=[O:27])=[O:26].CCN(CC)CC, predict the reaction product. (7) Given the reactants C(OC([NH:8][C@H:9]1[CH2:14][CH2:13][C@@H:12]([O:15][C:16]2[CH:25]=[CH:24][CH:23]=[C:22]3[C:17]=2[CH:18]=[CH:19][N:20]=[C:21]3[NH2:26])[CH2:11][CH2:10]1)=O)(C)(C)C.[ClH:27].CO, predict the reaction product. The product is: [ClH:27].[NH2:26][C:21]1[C:22]2[C:17](=[C:16]([O:15][C@@H:12]3[CH2:11][CH2:10][C@H:9]([NH2:8])[CH2:14][CH2:13]3)[CH:25]=[CH:24][CH:23]=2)[CH:18]=[CH:19][N:20]=1.